Dataset: Forward reaction prediction with 1.9M reactions from USPTO patents (1976-2016). Task: Predict the product of the given reaction. (1) The product is: [CH3:1][CH:2]1[CH2:7][CH2:6][N:5]([C:8]([O:10][C:11]2[C:19]3[C:14](=[CH:15][C:16]([NH2:20])=[CH:17][CH:18]=3)[N:13]([C:29]([N:26]3[CH2:25][CH2:24][CH:23]([C:22]([F:32])([F:21])[F:33])[CH2:28][CH2:27]3)=[O:30])[N:12]=2)=[O:9])[CH2:4][CH2:3]1. Given the reactants [CH3:1][CH:2]1[CH2:7][CH2:6][N:5]([C:8]([O:10][C:11]2[C:19]3[C:14](=[CH:15][C:16]([NH2:20])=[CH:17][CH:18]=3)[NH:13][N:12]=2)=[O:9])[CH2:4][CH2:3]1.[F:21][C:22]([F:33])([F:32])[CH:23]1[CH2:28][CH2:27][N:26]([C:29](Cl)=[O:30])[CH2:25][CH2:24]1, predict the reaction product. (2) Given the reactants C([N:8]1[CH2:13][CH2:12][CH:11]([C:14]2[CH:15]=[CH:16][C:17]([C:20]3[O:21][C:22]4[CH:28]=[CH:27][C:26]([S:29]([CH3:32])(=[O:31])=[O:30])=[CH:25][C:23]=4[CH:24]=3)=[N:18][CH:19]=2)[CH2:10][CH2:9]1)C1C=CC=CC=1.O1CCCC1.[C:46](O[C:46]([O:48][C:49]([CH3:52])([CH3:51])[CH3:50])=[O:47])([O:48][C:49]([CH3:52])([CH3:51])[CH3:50])=[O:47].C(N(CC)CC)C, predict the reaction product. The product is: [CH3:32][S:29]([C:26]1[CH:27]=[CH:28][C:22]2[O:21][C:20]([C:17]3[CH:16]=[CH:15][C:14]([CH:11]4[CH2:12][CH2:13][N:8]([C:46]([O:48][C:49]([CH3:50])([CH3:51])[CH3:52])=[O:47])[CH2:9][CH2:10]4)=[CH:19][N:18]=3)=[CH:24][C:23]=2[CH:25]=1)(=[O:30])=[O:31]. (3) Given the reactants [Na].[NH2:2][OH:3].Cl.[F:5][C:6]([F:11])([F:10])[CH2:7][C:8]#[N:9], predict the reaction product. The product is: [F:5][C:6]([F:11])([F:10])[CH2:7][C:8](=[N:2][OH:3])[NH2:9]. (4) Given the reactants [S:1]1[CH:5]=[CH:4][CH:3]=[C:2]1[S:6]([N:9]1[CH2:14][CH2:13][N:12]([C:15]2[CH:20]=[CH:19][C:18]([C:21]([OH:27])([CH3:26])[C:22]([F:25])([F:24])[F:23])=[CH:17][CH:16]=2)[C@@H:11]([CH2:28][C:29](=O)[CH3:30])[CH2:10]1)(=[O:8])=[O:7].[O:32]1[CH2:35][CH:34]([NH2:36])[CH2:33]1.[BH4-].[Na+].[NH4+].[Cl-], predict the reaction product. The product is: [F:25][C:22]([F:23])([F:24])[C:21]([C:18]1[CH:17]=[CH:16][C:15]([N:12]2[CH2:13][CH2:14][N:9]([S:6]([C:2]3[S:1][CH:5]=[CH:4][CH:3]=3)(=[O:7])=[O:8])[CH2:10][C@@H:11]2[CH2:28][CH:29]([NH:36][CH:34]2[CH2:35][O:32][CH2:33]2)[CH3:30])=[CH:20][CH:19]=1)([OH:27])[CH3:26].